Dataset: Experimentally validated miRNA-target interactions with 360,000+ pairs, plus equal number of negative samples. Task: Binary Classification. Given a miRNA mature sequence and a target amino acid sequence, predict their likelihood of interaction. (1) The miRNA is hsa-miR-3065-5p with sequence UCAACAAAAUCACUGAUGCUGGA. The protein sequence of the target gene is MAATGTEAKDLENHHNDCFIQLSNPNIAAMKEDVLYHFNLSTSTHDFPAMFGDVKFVCVGGSSSRMNTFIKYVAAELGLDHPGKEYPNICAGTDRYAMYKAGPVLSVSHGMGIPSIGIMLHELIKMLYHARCSNITIIRIGTSGGIGLEPGSVVITQQAVNECFKPEFEQIVLGKRVIRNTNLDAQLVQELVQCSSDLNEFPMVVGNTMCTLDFYEGQGRLDGALCSYTEKDKQSYLRAAHAAGVRNIEMESSVFATMCSACGLKAAVVCVTLLDRLQGDQINTPHDVLVEYQQRPQRLV.... Result: 0 (no interaction). (2) The miRNA is hsa-miR-615-3p with sequence UCCGAGCCUGGGUCUCCCUCUU. The protein sequence of the target gene is MKSSVAQIKPSSGHDRRENLNSYQRNSSPEDRYEEQERSPRDRDYFDYSRSDYEHSRRGRSYDSSMESRNRDREKRRERERDTDRKRSRKSPSPGRRNPETSVTQSSSAQDEPATKKKKDELDPLLTRTGGAYIPPAKLRMMQEQITDKNSLAYQRMSWEALKKSINGLINKVNISNISIIIQELLQENIVRGRGLLSRSVLQAQSASPIFTHVYAALVAIINSKFPQIGELILKRLILNFRKGYRRNDKQLCLTASKFVAHLINQNVAHEVLCLEMLTLLLERPTDDSVEVAIGFLKEC.... Result: 1 (interaction).